Dataset: NCI-60 drug combinations with 297,098 pairs across 59 cell lines. Task: Regression. Given two drug SMILES strings and cell line genomic features, predict the synergy score measuring deviation from expected non-interaction effect. (1) Drug 1: C1=CN(C=N1)CC(O)(P(=O)(O)O)P(=O)(O)O. Drug 2: C1CN(CCN1C(=O)CCBr)C(=O)CCBr. Cell line: MCF7. Synergy scores: CSS=18.6, Synergy_ZIP=-4.08, Synergy_Bliss=-2.05, Synergy_Loewe=1.55, Synergy_HSA=1.83. (2) Drug 1: CC(C1=C(C=CC(=C1Cl)F)Cl)OC2=C(N=CC(=C2)C3=CN(N=C3)C4CCNCC4)N. Drug 2: CS(=O)(=O)CCNCC1=CC=C(O1)C2=CC3=C(C=C2)N=CN=C3NC4=CC(=C(C=C4)OCC5=CC(=CC=C5)F)Cl. Cell line: A498. Synergy scores: CSS=6.78, Synergy_ZIP=-2.32, Synergy_Bliss=-0.174, Synergy_Loewe=-1.81, Synergy_HSA=-1.08.